From a dataset of CYP2C19 inhibition data for predicting drug metabolism from PubChem BioAssay. Regression/Classification. Given a drug SMILES string, predict its absorption, distribution, metabolism, or excretion properties. Task type varies by dataset: regression for continuous measurements (e.g., permeability, clearance, half-life) or binary classification for categorical outcomes (e.g., BBB penetration, CYP inhibition). Dataset: cyp2c19_veith. (1) The drug is CC1CC2=C(NC(=S)NC2c2ccc(F)cc2)/C(=C/c2ccc(F)cc2)C1. The result is 1 (inhibitor). (2) The drug is O=C(Nc1ccc(-c2cn3ccccc3n2)cc1)c1cc(Br)ccc1O. The result is 0 (non-inhibitor). (3) The molecule is CCc1cc(C(=O)OC)c(NC(=O)CCCC(=O)O)s1. The result is 0 (non-inhibitor). (4) The drug is CO[C@@H](NC(N)=O)C(=O)O. The result is 0 (non-inhibitor).